From a dataset of hERG Central: cardiac toxicity at 1µM, 10µM, and general inhibition. Predict hERG channel inhibition at various concentrations. (1) The drug is CCOc1ccccc1C(=O)Nc1cnn(Cc2ccc(F)cc2)c1. Results: hERG_inhib (hERG inhibition (general)): blocker. (2) The molecule is CCOC(=O)C1CCCN(CCC(=O)Nc2cc(C)cc(C)c2)C1. Results: hERG_inhib (hERG inhibition (general)): blocker. (3) The molecule is CCN(CC)CCNC(=O)c1cc2cc(Br)ccc2s1. Results: hERG_inhib (hERG inhibition (general)): blocker. (4) The molecule is CCOc1ccc(N(CC(=O)NC2CCCC2)C(=O)CCC(=O)Nc2ccccn2)cc1. Results: hERG_inhib (hERG inhibition (general)): blocker. (5) The molecule is COc1ccc(CNCCC(c2ccccc2)c2ccc3c(c2)OCO3)cc1.Cl. Results: hERG_inhib (hERG inhibition (general)): blocker.